From a dataset of Forward reaction prediction with 1.9M reactions from USPTO patents (1976-2016). Predict the product of the given reaction. (1) Given the reactants C(O[C:4]([C:6]1([CH2:22][CH2:23]OC)[CH2:11][CH2:10][N:9]([S:12]([C:15]2[CH:20]=[CH:19][CH:18]=[CH:17][C:16]=2[Cl:21])(=[O:14])=[O:13])[CH2:8][CH2:7]1)=[O:5])C.[Cl-].C[Al+]C.[Cl:30][C:31]1[CH:32]=[C:33]([CH:36]=[CH:37][CH:38]=1)[CH2:34][NH2:35], predict the reaction product. The product is: [Cl:21][C:16]1[CH:17]=[CH:18][CH:19]=[CH:20][C:15]=1[S:12]([N:9]1[CH2:10][CH2:11][C:6]2([C:4](=[O:5])[N:35]([CH2:34][C:33]3[CH:36]=[CH:37][CH:38]=[C:31]([Cl:30])[CH:32]=3)[CH2:23][CH2:22]2)[CH2:7][CH2:8]1)(=[O:13])=[O:14]. (2) Given the reactants [OH-].[Na+].[CH3:3][C:4]1[CH:9]=[CH:8][C:7](/[CH:10]=[CH:11]/[C:12]([O:14]CC)=[O:13])=[C:6]([CH2:17][N:18]2[N:22]=[N:21][C:20]([CH3:23])=[N:19]2)[CH:5]=1, predict the reaction product. The product is: [CH3:3][C:4]1[CH:9]=[CH:8][C:7](/[CH:10]=[CH:11]/[C:12]([OH:14])=[O:13])=[C:6]([CH2:17][N:18]2[N:22]=[N:21][C:20]([CH3:23])=[N:19]2)[CH:5]=1. (3) Given the reactants C[Si]([CH:5]=[N+:6]=[N-])(C)C.C(OC([NH:15][C@@H:16]([C:21]1[CH:26]=[CH:25][CH:24]=[CH:23][CH:22]=1)CC(O)=O)=O)(C)(C)C.[CH3:27][OH:28], predict the reaction product. The product is: [NH2:15][C@@H:16]([C:21]1[CH:22]=[CH:23][CH:24]=[CH:25][CH:26]=1)[C:27]([NH:6][CH:5]1[CH2:25][CH2:26][CH2:21][CH2:22][CH2:23]1)=[O:28]. (4) Given the reactants [I:1][C:2]1[CH:12]=[CH:11][CH:10]=[CH:9][C:3]=1[CH:4]=[CH:5][C:6]([OH:8])=O.O=S(Cl)Cl.[CH2:17]([CH2:19][NH2:20])[OH:18].CCN(CC)CC, predict the reaction product. The product is: [OH:18][CH2:17][CH2:19][NH:20][C:6](=[O:8])/[CH:5]=[CH:4]/[C:3]1[CH:9]=[CH:10][CH:11]=[CH:12][C:2]=1[I:1]. (5) The product is: [ClH:1].[Cl:1][C:2]1[CH:3]=[CH:4][C:5]([O:26][CH2:27][CH:28]([CH3:30])[CH3:29])=[C:6]([CH2:8][N:9]2[C:13]([CH3:14])=[CH:12][C:11]([C:15]([NH:17][C:18]3[CH:19]=[CH:20][C:21]([CH2:24][N:31]4[CH2:36][CH2:35][O:34][CH2:33][CH2:32]4)=[CH:22][CH:23]=3)=[O:16])=[N:10]2)[CH:7]=1. Given the reactants [Cl:1][C:2]1[CH:3]=[CH:4][C:5]([O:26][CH2:27][CH:28]([CH3:30])[CH3:29])=[C:6]([CH2:8][N:9]2[C:13]([CH3:14])=[CH:12][C:11]([C:15]([NH:17][C:18]3[CH:23]=[CH:22][C:21]([CH:24]=O)=[CH:20][CH:19]=3)=[O:16])=[N:10]2)[CH:7]=1.[NH:31]1[CH2:36][CH2:35][O:34][CH2:33][CH2:32]1.C(O[BH-](OC(=O)C)OC(=O)C)(=O)C.[Na+].C(O)(=O)C, predict the reaction product.